Dataset: Full USPTO retrosynthesis dataset with 1.9M reactions from patents (1976-2016). Task: Predict the reactants needed to synthesize the given product. (1) Given the product [CH3:1][C@@:2]([S:25]([CH3:28])(=[O:26])=[O:27])([CH2:8][CH2:9][C:10]1[CH:11]=[CH:12][C:13]([B:16]2[O:20][C:19]([CH3:21])([CH3:22])[C:18]([CH3:23])([CH3:24])[O:17]2)=[CH:14][CH:15]=1)[C:3]([OH:5])=[O:4], predict the reactants needed to synthesize it. The reactants are: [CH3:1][C@@:2]([S:25]([CH3:28])(=[O:27])=[O:26])([CH2:8][CH2:9][C:10]1[CH:15]=[CH:14][C:13]([B:16]2[O:20][C:19]([CH3:22])([CH3:21])[C:18]([CH3:24])([CH3:23])[O:17]2)=[CH:12][CH:11]=1)[C:3]([O:5]CC)=[O:4].[OH-].[Li+].BrC1C=CC(CCC(C)(S(C)(=O)=O)C(O)=O)=CC=1. (2) Given the product [CH2:20]([N:16]1[CH2:15][C:14]([CH3:22])([CH3:23])[O:13][C:12]2[N:11]=[C:10]([N:24]3[CH2:25][CH:26]4[O:31][CH:29]([CH2:28][CH2:27]4)[CH2:30]3)[N:9]=[C:8]([C:5]3[CH:6]=[CH:7][C:2]([NH:1][C:33]([NH:49][CH2:48][C:47]([OH:46])([CH3:51])[CH3:50])=[O:34])=[C:3]([F:32])[CH:4]=3)[C:18]=2[C:17]1=[O:19])[CH3:21], predict the reactants needed to synthesize it. The reactants are: [NH2:1][C:2]1[CH:7]=[CH:6][C:5]([C:8]2[C:18]3[C:17](=[O:19])[N:16]([CH2:20][CH3:21])[CH2:15][C:14]([CH3:23])([CH3:22])[O:13][C:12]=3[N:11]=[C:10]([N:24]3[CH2:30][CH:29]4[O:31][CH:26]([CH2:27][CH2:28]4)[CH2:25]3)[N:9]=2)=[CH:4][C:3]=1[F:32].[C:33](Cl)(Cl)=[O:34].CCN(C(C)C)C(C)C.[OH:46][C:47]([CH3:51])([CH3:50])[CH2:48][NH2:49]. (3) Given the product [CH3:1][O:2][C:3]1[CH:4]=[C:5]([CH:9]=[CH:10][C:11]=1[B:12]1[O:16][C:15]([CH3:18])([CH3:17])[C:14]([CH3:20])([CH3:19])[O:13]1)[C:6]([Cl:24])=[O:7], predict the reactants needed to synthesize it. The reactants are: [CH3:1][O:2][C:3]1[CH:4]=[C:5]([CH:9]=[CH:10][C:11]=1[B:12]1[O:16][C:15]([CH3:18])([CH3:17])[C:14]([CH3:20])([CH3:19])[O:13]1)[C:6](O)=[O:7].C(Cl)(=O)C([Cl:24])=O. (4) Given the product [CH3:12][N:13]1[C@@H:22]2[CH2:23][C:24]3[CH:29]=[CH:28][C:27]([O:30][CH3:31])=[C:26]4[O:32][C@H:17]5[C:18]([CH2:19][CH2:20][C@:21]2([OH:33])[C@:16]5([C:25]=34)[CH2:15][CH2:14]1)=[O:34], predict the reactants needed to synthesize it. The reactants are: [Cr](Cl)([O-])(=O)=O.[NH+]1C=CC=CC=1.[CH3:12][N:13]1[C@@H:22]2[CH2:23][C:24]3[CH:29]=[CH:28][C:27]([O:30][CH3:31])=[C:26]4[O:32][C@H:17]5[C@@H:18]([OH:34])[CH2:19][CH2:20][C@:21]2([OH:33])[C@:16]5([C:25]=34)[CH2:15][CH2:14]1.C(=O)(O)[O-].[Na+]. (5) The reactants are: C(O)C.C([O:6][C:7]([C:9]1[N:10]=[C:11]([N:14]2[CH:20]([CH3:21])[CH2:19][C:18]3[CH:22]=[C:23]4[O:28][CH2:27][O:26][C:24]4=[CH:25][C:17]=3[C:16]([C:29]3[CH:34]=[CH:33][C:32]([N+:35]([O-:37])=[O:36])=[CH:31][CH:30]=3)=[N:15]2)[S:12][CH:13]=1)=[O:8])C.[OH-].[Na+].C(O)(=O)C. Given the product [C:7]([C:9]1[N:10]=[C:11]([N:14]2[CH:20]([CH3:21])[CH2:19][C:18]3[CH:22]=[C:23]4[O:28][CH2:27][O:26][C:24]4=[CH:25][C:17]=3[C:16]([C:29]3[CH:34]=[CH:33][C:32]([N+:35]([O-:37])=[O:36])=[CH:31][CH:30]=3)=[N:15]2)[S:12][CH:13]=1)([OH:8])=[O:6], predict the reactants needed to synthesize it.